Dataset: Reaction yield outcomes from USPTO patents with 853,638 reactions. Task: Predict the reaction yield, written as a fraction of the theoretical maximum amount of product (1.0 means a 100% yield; for example, 0.34 means a 34% yield). (1) The reactants are [Cl:1][C:2]1[CH:3]=[C:4]([O:12][C:13]2[CH:20]=[CH:19][C:16]([C:17]#[N:18])=[CH:15][C:14]=2[C:21]2[C:22]([O:27][CH3:28])=[N:23][CH:24]=[CH:25][CH:26]=2)[CH:5]=[N:6][C:7]=1[O:8][CH:9]([CH3:11])[CH3:10].C(=O)([O-])[O-:30].[K+].[K+].OO.O. The catalyst is CS(C)=O. The product is [Cl:1][C:2]1[CH:3]=[C:4]([O:12][C:13]2[CH:20]=[CH:19][C:16]([C:17]([NH2:18])=[O:30])=[CH:15][C:14]=2[C:21]2[C:22]([O:27][CH3:28])=[N:23][CH:24]=[CH:25][CH:26]=2)[CH:5]=[N:6][C:7]=1[O:8][CH:9]([CH3:10])[CH3:11]. The yield is 0.850. (2) The reactants are [CH3:1][S:2][C:3]1[N:8]=[C:7]([NH2:9])[CH:6]=[C:5]([CH2:10][N:11]2[CH2:16][CH2:15][O:14][CH2:13][CH2:12]2)[N:4]=1.C[Si](C)(C)[N-][Si](C)(C)C.[Li+].Cl[C:28]1[S:29][C:30]2[CH:36]=[C:35]([N+:37]([O-:39])=[O:38])[CH:34]=[CH:33][C:31]=2[N:32]=1. The catalyst is O1CCCC1. The product is [CH3:1][S:2][C:3]1[N:8]=[C:7]([NH:9][C:28]2[S:29][C:30]3[CH:36]=[C:35]([N+:37]([O-:39])=[O:38])[CH:34]=[CH:33][C:31]=3[N:32]=2)[CH:6]=[C:5]([CH2:10][N:11]2[CH2:12][CH2:13][O:14][CH2:15][CH2:16]2)[N:4]=1. The yield is 0.430. (3) The product is [Cl:1][C:2]1[CH:7]=[C:6]([Cl:8])[CH:5]=[CH:4][C:3]=1[CH2:9][NH:10][C:15](=[NH:18])[CH:14]([O:19][CH2:20][CH3:21])[O:13][CH2:11][CH3:12]. The yield is 0.727. The catalyst is CO. The reactants are [Cl:1][C:2]1[CH:7]=[C:6]([Cl:8])[CH:5]=[CH:4][C:3]=1[CH2:9][NH2:10].[CH2:11]([O:13][CH:14]([O:19][CH2:20][CH3:21])[C:15](=[NH:18])OC)[CH3:12]. (4) The reactants are [Br-].[CH2:2]([Zn+])[C:3]1[CH:8]=[CH:7][CH:6]=[CH:5][CH:4]=1.C1COCC1.[O:15]1[C:19]2[CH:20]=[CH:21][C:22]([C:24]3([C:27]([NH:29][C:30]4[CH:35]=[N:34][CH:33]=[C:32](Cl)[N:31]=4)=[O:28])[CH2:26][CH2:25]3)=[CH:23][C:18]=2[O:17][CH2:16]1. The catalyst is C1C=CC(P(C2C=CC=CC=2)[C-]2C=CC=C2)=CC=1.C1C=CC(P(C2C=CC=CC=2)[C-]2C=CC=C2)=CC=1.Cl[Pd]Cl.[Fe+2]. The product is [O:15]1[C:19]2[CH:20]=[CH:21][C:22]([C:24]3([C:27]([NH:29][C:30]4[CH:35]=[N:34][CH:33]=[C:32]([CH2:2][C:3]5[CH:8]=[CH:7][CH:6]=[CH:5][CH:4]=5)[N:31]=4)=[O:28])[CH2:26][CH2:25]3)=[CH:23][C:18]=2[O:17][CH2:16]1. The yield is 0.0540. (5) The reactants are [CH3:1][O:2][C:3]1[CH:4]=[CH:5][C:6]([C:9]([O:11]C)=[O:10])=[N:7][CH:8]=1.[OH-].[Na+:14]. No catalyst specified. The product is [CH3:1][O:2][C:3]1[CH:4]=[CH:5][C:6]([C:9]([O-:11])=[O:10])=[N:7][CH:8]=1.[Na+:14]. The yield is 0.970. (6) The reactants are [NH2:1][C:2]1[S:3][C:4]([CH:12]2[CH2:14][CH2:13]2)=[C:5]([C:7]([NH:9][CH2:10][CH3:11])=[O:8])[N:6]=1.[Cl:15][CH2:16][C:17](=O)[CH2:18][C:19](OCC)=[O:20]. No catalyst specified. The product is [Cl:15][CH2:16][C:17]1[N:1]=[C:2]2[S:3][C:4]([CH:12]3[CH2:14][CH2:13]3)=[C:5]([C:7]([NH:9][CH2:10][CH3:11])=[O:8])[N:6]2[C:19](=[O:20])[CH:18]=1. The yield is 0.240.